This data is from Full USPTO retrosynthesis dataset with 1.9M reactions from patents (1976-2016). The task is: Predict the reactants needed to synthesize the given product. (1) Given the product [ClH:31].[F:1][C:2]1[CH:7]=[CH:6][CH:5]=[CH:4][C:3]=1[CH:8]1[O:12][N:11]=[C:10]([C:13]2[N:14]=[C:15]([CH:18]3[CH2:23][CH2:22][NH:21][CH2:20][CH2:19]3)[S:16][CH:17]=2)[CH2:9]1, predict the reactants needed to synthesize it. The reactants are: [F:1][C:2]1[CH:7]=[CH:6][CH:5]=[CH:4][C:3]=1[CH:8]1[O:12][N:11]=[C:10]([C:13]2[N:14]=[C:15]([CH:18]3[CH2:23][CH2:22][N:21](C(OC(C)(C)C)=O)[CH2:20][CH2:19]3)[S:16][CH:17]=2)[CH2:9]1.[ClH:31]. (2) The reactants are: C(O[C:6]([N:8]1[CH2:13][CH2:12][N:11]([C:14]2[CH:19]=[CH:18][C:17]([C:20](=[O:30])[NH:21][C:22]3[CH:27]=[CH:26][C:25]([I:28])=[C:24]([CH3:29])[CH:23]=3)=[CH:16][N:15]=2)[CH2:10][CH2:9]1)=[O:7])(C)(C)C.[CH3:31][C:32]1([CH3:39])[CH2:37]C(=O)[O:35][C:33]1=[O:34]. Given the product [I:28][C:25]1[CH:26]=[CH:27][C:22]([NH:21][C:20]([C:17]2[CH:18]=[CH:19][C:14]([N:11]3[CH2:10][CH2:9][N:8]([C:6](=[O:7])[CH2:31][C:32]([CH3:39])([CH3:37])[C:33]([OH:35])=[O:34])[CH2:13][CH2:12]3)=[N:15][CH:16]=2)=[O:30])=[CH:23][C:24]=1[CH3:29], predict the reactants needed to synthesize it. (3) Given the product [NH2:61][C:62]1[C:67]([C:68]#[N:69])=[C:66]([NH:70][CH:71]([C:73]2[C:82]([C:83]3[CH:88]=[CH:87][CH:86]=[CH:85][N:84]=3)=[C:81]([C:89]3[C:94]([CH3:95])=[CH:93][CH:92]=[CH:91][N:90]=3)[C:80]3[C:75](=[CH:76][CH:77]=[C:78]([F:96])[CH:79]=3)[N:74]=2)[CH3:72])[N:65]=[CH:64][N:63]=1, predict the reactants needed to synthesize it. The reactants are: FC1C=C2C(=CC=1)N=C(C(NC(=O)OC(C)(C)C)C)C(C1C=CC=CN=1)=C2C1C(C)=CC=CN=1.FC(F)(F)C(O)=O.NC1C(C#N)=C(Cl)N=CN=1.C(N(C(C)C)CC)(C)C.[NH2:61][C:62]1[C:67]([C:68]#[N:69])=[C:66]([NH:70][C@H:71]([C:73]2[C:82]([C:83]3[CH:88]=[CH:87][CH:86]=[CH:85][N:84]=3)=[C:81]([C:89]3[C:94]([CH3:95])=[CH:93][CH:92]=[CH:91][N:90]=3)[C:80]3[C:75](=[CH:76][CH:77]=[C:78]([F:96])[CH:79]=3)[N:74]=2)[CH3:72])[N:65]=[CH:64][N:63]=1. (4) Given the product [F:15][C:14]([F:16])([F:17])[C:9]1[CH:10]=[CH:11][CH:12]=[CH:13][C:8]=1[CH:6]([NH2:5])[CH3:7], predict the reactants needed to synthesize it. The reactants are: [BH4-].[Na+].CO[N:5]=[C:6]([C:8]1[CH:13]=[CH:12][CH:11]=[CH:10][C:9]=1[C:14]([F:17])([F:16])[F:15])[CH3:7].O.[OH-].[NH4+]. (5) Given the product [NH2:18][C@H:13]([C:14]([O:16][CH3:17])=[O:15])[CH2:12][O:11][CH2:10][C:9]([OH:29])=[O:8], predict the reactants needed to synthesize it. The reactants are: C([O:8][C:9](=[O:29])[CH2:10][O:11][CH2:12][C@H:13]([NH:18]C(OCC1C=CC=CC=1)=O)[C:14]([O:16][CH3:17])=[O:15])C1C=CC=CC=1. (6) Given the product [C:14]([O:13][C:11](=[O:12])[CH:10]([N:7]1[C:8](=[O:9])[CH:2]([NH:1][C:28](=[O:29])[CH:27]([Br:26])[CH2:31][CH2:32][CH2:33][CH2:34][N:35]2[C:39](=[O:40])[C:38]3=[CH:41][CH:42]=[CH:43][CH:44]=[C:37]3[C:36]2=[O:45])[CH2:3][C:4]2[CH:25]=[CH:24][CH:23]=[CH:22][C:5]=2[CH2:6]1)[CH2:18][CH:19]([CH3:21])[CH3:20])([CH3:17])([CH3:16])[CH3:15], predict the reactants needed to synthesize it. The reactants are: [NH2:1][CH:2]1[C:8](=[O:9])[N:7]([CH:10]([CH2:18][CH:19]([CH3:21])[CH3:20])[C:11]([O:13][C:14]([CH3:17])([CH3:16])[CH3:15])=[O:12])[CH2:6][C:5]2[CH:22]=[CH:23][CH:24]=[CH:25][C:4]=2[CH2:3]1.[Br:26][CH:27]([CH2:31][CH2:32][CH2:33][CH2:34][N:35]1[C:39](=[O:40])[C:38]2=[CH:41][CH:42]=[CH:43][CH:44]=[C:37]2[C:36]1=[O:45])[C:28](O)=[O:29].Cl.CN(C)CCCN=C=NCC.O.ON1C2C=CC=CC=2N=N1.